This data is from Forward reaction prediction with 1.9M reactions from USPTO patents (1976-2016). The task is: Predict the product of the given reaction. (1) Given the reactants [NH2:1][CH2:2][CH2:3][CH:4]1[CH2:9][CH2:8][N:7]([C:10]([O:12][C:13]([CH3:16])([CH3:15])[CH3:14])=[O:11])[CH2:6][CH2:5]1.[C:17]1([C@@H:23]2[CH2:25][O:24]2)[CH:22]=[CH:21][CH:20]=[CH:19][CH:18]=1.O1CCCC1, predict the reaction product. The product is: [OH:24][C@H:23]([C:17]1[CH:22]=[CH:21][CH:20]=[CH:19][CH:18]=1)[CH2:25][NH:1][CH2:2][CH2:3][CH:4]1[CH2:5][CH2:6][N:7]([C:10]([O:12][C:13]([CH3:16])([CH3:15])[CH3:14])=[O:11])[CH2:8][CH2:9]1. (2) Given the reactants [CH3:1][C:2]1[C:3](=O)[CH2:4][CH2:5][C:6]([CH3:9])([CH3:8])[CH:7]=1.[CH3:11]C(C)([O-])C.[K+].O1CCCC1, predict the reaction product. The product is: [CH2:11]=[C:3]1[CH2:4][CH2:5][C:6]([CH3:9])([CH3:8])[CH:7]=[C:2]1[CH3:1].